From a dataset of Forward reaction prediction with 1.9M reactions from USPTO patents (1976-2016). Predict the product of the given reaction. (1) Given the reactants [F:1][C:2]1[CH:10]=[N:9][CH:8]=[CH:7][C:3]=1[C:4](O)=[O:5].ClC1N=C(OC)N=C(OC)[N:13]=1.CN1CCOCC1.FC1(F)OC2C=C(C)C(C3C=CC(N)=CC=3)=CC=2O1.C([O-])(O)=O.[Na+].CC(=O)OCC, predict the reaction product. The product is: [F:1][C:2]1[CH:10]=[N:9][CH:8]=[CH:7][C:3]=1[C:4]([NH2:13])=[O:5]. (2) Given the reactants [CH:1]1([CH2:5][NH:6][C:7]([C:9]2[N:14]=[C:13]([O:15][CH2:16][C:17]([OH:19])=O)[CH:12]=[CH:11][C:10]=2[NH:20][C:21]([C:23]2[C:32]3[C:27](=[CH:28][CH:29]=[CH:30][CH:31]=3)[C:26]([CH2:33][N:34]3[CH:38]=[CH:37][N:36]=[N:35]3)=[CH:25][CH:24]=2)=[O:22])=[O:8])[CH2:4][CH2:3][CH2:2]1.Cl.[CH3:40][NH:41][CH3:42], predict the reaction product. The product is: [CH:1]1([CH2:5][NH:6][C:7]([C:9]2[C:10]([NH:20][C:21]([C:23]3[C:32]4[C:27](=[CH:28][CH:29]=[CH:30][CH:31]=4)[C:26]([CH2:33][N:34]4[CH:38]=[CH:37][N:36]=[N:35]4)=[CH:25][CH:24]=3)=[O:22])=[CH:11][CH:12]=[C:13]([O:15][CH2:16][C:17]([N:41]([CH3:42])[CH3:40])=[O:19])[N:14]=2)=[O:8])[CH2:4][CH2:3][CH2:2]1. (3) Given the reactants [CH3:1][O:2][C:3]1[C:8]([CH3:9])=[CH:7][C:6]2[C:10]3([CH2:20][O:21][C:5]=2[CH:4]=1)[C:18]1[C:13](=[CH:14][CH:15]=[CH:16][CH:17]=1)[NH:12][C:11]3=[O:19].CC1C=CC(S(O[CH2:33][C@H:34]2[CH2:38][CH2:37][CH2:36][O:35]2)(=O)=O)=CC=1.BrCC1CCCCO1, predict the reaction product. The product is: [CH3:1][O:2][C:3]1[C:8]([CH3:9])=[CH:7][C:6]2[C:10]3([CH2:20][O:21][C:5]=2[CH:4]=1)[C:18]1[C:13](=[CH:14][CH:15]=[CH:16][CH:17]=1)[N:12]([CH2:33][C@H:34]1[CH2:38][CH2:37][CH2:36][O:35]1)[C:11]3=[O:19]. (4) Given the reactants [Cl-].[Al+3].[Cl-].[Cl-].[C:5](Cl)(=[O:7])[CH3:6].[CH3:9][N:10]1[CH:14]=[CH:13][CH:12]=[C:11]1[CH:15]=[O:16], predict the reaction product. The product is: [C:5]([C:13]1[CH:12]=[C:11]([CH:15]=[O:16])[N:10]([CH3:9])[CH:14]=1)(=[O:7])[CH3:6].